Dataset: NCI-60 drug combinations with 297,098 pairs across 59 cell lines. Task: Regression. Given two drug SMILES strings and cell line genomic features, predict the synergy score measuring deviation from expected non-interaction effect. Drug 1: C1=CC(=CC=C1C#N)C(C2=CC=C(C=C2)C#N)N3C=NC=N3. Drug 2: C1=NC2=C(N1)C(=S)N=CN2. Cell line: SF-295. Synergy scores: CSS=22.9, Synergy_ZIP=1.02, Synergy_Bliss=1.39, Synergy_Loewe=-14.8, Synergy_HSA=0.00222.